From a dataset of Reaction yield outcomes from USPTO patents with 853,638 reactions. Predict the reaction yield, written as a fraction of the theoretical maximum amount of product (1.0 means a 100% yield; for example, 0.34 means a 34% yield). (1) The reactants are [Cl:1][C:2]1[N:6]2[CH:7]=[C:8]([C:15]3[CH:19]=[CH:18][N:17](C(OC(C)(C)C)=O)[CH:16]=3)[CH:9]=[C:10]([C:11]([F:14])([F:13])[F:12])[C:5]2=[N:4][C:3]=1[C:27]([N:29]1[CH2:34][CH2:33][CH:32]([N:35]2[CH2:39][CH2:38][O:37][C:36]2=[O:40])[CH2:31][CH2:30]1)=[O:28].CO.N. The product is [Cl:1][C:2]1[N:6]2[CH:7]=[C:8]([C:15]3[CH:19]=[CH:18][NH:17][CH:16]=3)[CH:9]=[C:10]([C:11]([F:12])([F:13])[F:14])[C:5]2=[N:4][C:3]=1[C:27]([N:29]1[CH2:30][CH2:31][CH:32]([N:35]2[CH2:39][CH2:38][O:37][C:36]2=[O:40])[CH2:33][CH2:34]1)=[O:28]. The yield is 0.600. The catalyst is C(Cl)Cl. (2) The reactants are Cl[S:2]([C:5]1[CH:6]=[C:7]2[C:11](=[CH:12][CH:13]=1)[NH:10][C:9](=[O:14])[CH2:8]2)(=[O:4])=[O:3].[NH2:15][C:16]1[CH:17]=[N:18][CH:19]=[CH:20][CH:21]=1. The catalyst is N1C=CC=CC=1. The product is [N:18]1[CH:19]=[CH:20][CH:21]=[C:16]([NH:15][S:2]([C:5]2[CH:6]=[C:7]3[C:11](=[CH:12][CH:13]=2)[NH:10][C:9](=[O:14])[CH2:8]3)(=[O:4])=[O:3])[CH:17]=1. The yield is 0.380. (3) The reactants are [C:1]([O:5][C:6](=[O:21])[NH:7][CH:8]1[CH2:12][CH2:11][N:10]([C:13]2[CH:18]=[CH:17][C:16]([NH2:19])=[C:15]([NH2:20])[N:14]=2)[CH2:9]1)([CH3:4])([CH3:3])[CH3:2].[CH3:22]OC(OC)OC.C([O-])(O)=O.[Na+]. The catalyst is C1(S(O)(=O)=O)C=CC=CC=1.C1(C)C=CC=CC=1. The product is [C:1]([O:5][C:6](=[O:21])[NH:7][C:8]1[CH2:12][CH2:11][N:10]([C:13]2[N:14]=[C:15]3[NH:20][CH:22]=[N:19][C:16]3=[CH:17][CH:18]=2)[CH:9]=1)([CH3:4])([CH3:2])[CH3:3]. The yield is 0.940. (4) The reactants are [C:1](#[N:9])[CH2:2][CH2:3][CH2:4][CH2:5][CH2:6][C:7]#[N:8].CC([O-])(C)C.[K+]. The catalyst is O. The product is [NH2:8][C:7]1[CH2:6][CH2:5][CH2:4][CH2:3][C:2]=1[C:1]#[N:9]. The yield is 0.750.